From a dataset of Rat liver microsome stability data. Regression/Classification. Given a drug SMILES string, predict its absorption, distribution, metabolism, or excretion properties. Task type varies by dataset: regression for continuous measurements (e.g., permeability, clearance, half-life) or binary classification for categorical outcomes (e.g., BBB penetration, CYP inhibition). Dataset: rlm. (1) The molecule is O=C(NC1CCOCC1)c1nn(-c2ccc(F)cc2F)c2c1C[C@H]1C[C@@H]21. The result is 0 (unstable in rat liver microsomes). (2) The molecule is CC(C)(C)OC(=O)N[C@@H]1CCN(C(=O)OC2C3CC4CC(C3)CC2C4)C1. The result is 1 (stable in rat liver microsomes). (3) The compound is O=C(CCCCCn1cc(Nc2ncc(Cl)c(Nc3ccc(Cl)cc3)n2)cn1)NO. The result is 1 (stable in rat liver microsomes). (4) The compound is C=C(c1ccc2c(ccn2C)c1)c1cc(C#N)nc2ccccc12. The result is 0 (unstable in rat liver microsomes). (5) The drug is COc1ccnc(NC(=S)N2CCN(c3ccccc3C(F)(F)F)CC2)c1. The result is 1 (stable in rat liver microsomes). (6) The result is 1 (stable in rat liver microsomes). The drug is CNc1nc(NCc2ccc(NC(=O)c3ccc(Cl)nc3)cc2)c2ccc(C)cc2n1.